Dataset: Forward reaction prediction with 1.9M reactions from USPTO patents (1976-2016). Task: Predict the product of the given reaction. (1) The product is: [CH3:1][O:2][C:3]1[CH:4]=[C:5]2[C:10](=[CH:11][C:12]=1[O:13][CH3:14])[N:9]=[CH:8][N:7]=[C:6]2[O:15][C:16]1[CH:17]=[C:18]([NH:19][C:35]([NH:34][C:32]2[O:31][N:30]=[C:29]([CH:26]3[CH2:27][CH2:28][O:23][CH2:24][CH2:25]3)[CH:33]=2)=[O:36])[CH:20]=[CH:21][CH:22]=1. Given the reactants [CH3:1][O:2][C:3]1[CH:4]=[C:5]2[C:10](=[CH:11][C:12]=1[O:13][CH3:14])[N:9]=[CH:8][N:7]=[C:6]2[O:15][C:16]1[CH:17]=[C:18]([CH:20]=[CH:21][CH:22]=1)[NH2:19].[O:23]1[CH2:28][CH2:27][CH:26]([C:29]2[CH:33]=[C:32]([NH:34][C:35](=O)[O:36]C3C=CC=CC=3)[O:31][N:30]=2)[CH2:25][CH2:24]1.COC1C=C2C(=CC=1OC)N=CN=C2OC1C=C(NC(NC2ON=C(C(C)C)C=2)=O)C=CC=1, predict the reaction product. (2) Given the reactants Cl[C:2]1[C:3]([CH:8]2[CH2:11][N:10]([C:12]([O:14][C:15]([CH3:18])([CH3:17])[CH3:16])=[O:13])[CH2:9]2)=[N:4][CH:5]=[CH:6][N:7]=1.C([O-])([O-])=O.[Na+].[Na+].[CH3:25][O:26][C:27]1[CH:32]=[CH:31][C:30](B(O)O)=[CH:29][CH:28]=1, predict the reaction product. The product is: [C:15]([O:14][C:12]([N:10]1[CH2:11][CH:8]([C:3]2[C:2]([C:30]3[CH:31]=[CH:32][C:27]([O:26][CH3:25])=[CH:28][CH:29]=3)=[N:7][CH:6]=[CH:5][N:4]=2)[CH2:9]1)=[O:13])([CH3:18])([CH3:17])[CH3:16]. (3) The product is: [NH:42]1[C:43]2[CH:44]=[CH:45][CH:46]=[CH:47][C:48]=2[N:49]=[N:41]1. Given the reactants CC(C(OC)=O)=C.COCC(O)C.CC(=O)CC(C)(O)C.CCCCCCCCOC(CCC1C=C([N:41]2[N:49]=[C:48]3[C:43]([CH:44]=[CH:45][CH:46]=[CH:47]3)=[N:42]2)C(O)=C(C(C)(C)C)C=1)=O.CCC(C1C=C(N2N=C3C(C=CC=C3)=N2)C(O)=C(C(CC)(C)C)C=1)(C)C.CC(CC(C1C=CC(O)=C(N2N=C3C(C=CC=C3)=N2)C=1)(C)C)(C)C, predict the reaction product. (4) Given the reactants [CH3:1][C:2]1[N:7]=[CH:6][C:5]([C:8](=[O:10])[CH3:9])=[CH:4][CH:3]=1.[BH4-].[Na+], predict the reaction product. The product is: [CH3:1][C:2]1[N:7]=[CH:6][C:5]([CH:8]([OH:10])[CH3:9])=[CH:4][CH:3]=1. (5) Given the reactants [Cl:1][C:2]1[CH:8]=[C:7]([C:9]([F:12])([F:11])[F:10])[CH:6]=[CH:5][C:3]=1[NH2:4].[Cl:13]C1C=CC(C(F)(F)F)=CC=1N.CN1CCCC1=O.S(Cl)(Cl)(=O)=O, predict the reaction product. The product is: [Cl:1][C:2]1[CH:8]=[C:7]([C:9]([F:10])([F:11])[F:12])[CH:6]=[C:5]([Cl:13])[C:3]=1[NH2:4]. (6) Given the reactants [C:1]([O:7][CH2:8][C@@H:9]([C:24]([O:26][C:27]([CH3:30])([CH3:29])[CH3:28])=[O:25])[C@@H:10]([C:14]1[CH:19]=[CH:18][C:17]([C:20]([F:23])([F:22])[F:21])=[CH:16][CH:15]=1)/[CH:11]=C/C)(=[O:6])[C:2]([CH3:5])([CH3:4])[CH3:3].C(Cl)Cl.[BH4-].[Na+].C[OH:37], predict the reaction product. The product is: [C:1]([O:7][CH2:8][C@@H:9]([C:24]([O:26][C:27]([CH3:28])([CH3:30])[CH3:29])=[O:25])[C@@H:10]([C:14]1[CH:15]=[CH:16][C:17]([C:20]([F:22])([F:21])[F:23])=[CH:18][CH:19]=1)[CH2:11][OH:37])(=[O:6])[C:2]([CH3:4])([CH3:3])[CH3:5].